This data is from Full USPTO retrosynthesis dataset with 1.9M reactions from patents (1976-2016). The task is: Predict the reactants needed to synthesize the given product. (1) Given the product [Cl:1][C:2]1[CH:3]=[CH:4][C:5]2[N:6]([C:8]([CH2:17][NH:18][C:19]3[N:24]=[C:23]([N:25]4[CH2:30][CH2:29][CH:28]([OH:31])[CH2:27]4)[CH:22]=[CH:21][N:20]=3)=[C:9]([C:11]3[CH:16]=[CH:15][C:14]([F:49])=[CH:13][CH:12]=3)[N:10]=2)[CH:7]=1, predict the reactants needed to synthesize it. The reactants are: [Cl:1][C:2]1[CH:3]=[CH:4][C:5]2[N:6]([C:8]([CH2:17][NH:18][C:19]3[N:24]=[C:23]([N:25]4[CH2:30][CH2:29][C:28](C)([OH:31])[CH2:27]C4)[CH:22]=[CH:21][N:20]=3)=[C:9]([C:11]3[CH:16]=[CH:15][CH:14]=[CH:13][CH:12]=3)[N:10]=2)[CH:7]=1.ClC1C=CC2N(C(CNC3N=CC=CN=3)=C(C3C=CC([F:49])=CC=3)N=2)C=1.N1CCC(O)C1. (2) Given the product [C:1]([C:3]1[CH:4]=[N:5][C:6]2[C:11]([C:12]=1[NH:13][C:14]1[CH:19]=[CH:18][C:17](/[CH:20]=[CH:21]/[C:22]([NH:36][CH2:35][CH2:34][O:33][CH3:32])=[O:23])=[C:16]3[O:25][CH2:26][O:27][C:15]=13)=[CH:10][C:9]([O:28][CH3:29])=[C:8]([O:30][CH3:31])[CH:7]=2)#[N:2], predict the reactants needed to synthesize it. The reactants are: [C:1]([C:3]1[CH:4]=[N:5][C:6]2[C:11]([C:12]=1[NH:13][C:14]1[CH:19]=[CH:18][C:17](/[CH:20]=[CH:21]/[C:22](O)=[O:23])=[C:16]3[O:25][CH2:26][O:27][C:15]=13)=[CH:10][C:9]([O:28][CH3:29])=[C:8]([O:30][CH3:31])[CH:7]=2)#[N:2].[CH3:32][O:33][CH2:34][CH2:35][NH2:36]. (3) Given the product [Cl:17][CH2:18][C:19]([C:6]1[S:5][C:4]2[CH:7]=[CH:8][CH:9]=[C:10]([F:11])[C:3]=2[CH:2]=1)=[O:20], predict the reactants needed to synthesize it. The reactants are: Br[C:2]1[C:3]2[C:10]([F:11])=[CH:9][CH:8]=[CH:7][C:4]=2[S:5][CH:6]=1.C([Li])CCC.[Cl:17][CH2:18][C:19](N(OC)C)=[O:20]. (4) The reactants are: Cl[C:2]1[C:7]([C:8]#[N:9])=[CH:6][N:5]=[C:4]([S:10][CH3:11])[N:3]=1.[NH2:12][CH:13]1[CH2:18][CH2:17][CH2:16][C:15]([CH3:20])([OH:19])[CH2:14]1.CCN(C(C)C)C(C)C. Given the product [OH:19][C@:15]1([CH3:20])[CH2:16][CH2:17][CH2:18][C@H:13]([NH:12][C:2]2[C:7]([C:8]#[N:9])=[CH:6][N:5]=[C:4]([S:10][CH3:11])[N:3]=2)[CH2:14]1.[OH:19][C@@:15]1([CH3:20])[CH2:16][CH2:17][CH2:18][C@@H:13]([NH:12][C:2]2[C:7]([C:8]#[N:9])=[CH:6][N:5]=[C:4]([S:10][CH3:11])[N:3]=2)[CH2:14]1, predict the reactants needed to synthesize it.